The task is: Binary Classification. Given a drug SMILES string, predict its activity (active/inactive) in a high-throughput screening assay against a specified biological target.. This data is from HIV replication inhibition screening data with 41,000+ compounds from the AIDS Antiviral Screen. (1) The molecule is Nc1nc(Cl)cc(NCCCCCNc2cc(Cl)nc(N)n2)n1. The result is 0 (inactive). (2) The molecule is O=[N+]([O-])C(=C(Cl)SCc1ccccc1)C(Cl)=C(Cl)Cl. The result is 0 (inactive). (3) The compound is CN(C(=O)C1=CCCCCC1)c1ccccc1Br. The result is 0 (inactive).